Dataset: Full USPTO retrosynthesis dataset with 1.9M reactions from patents (1976-2016). Task: Predict the reactants needed to synthesize the given product. (1) Given the product [Cl:9][C:6]1[C:7]([OH:8])=[C:2]([NH:1][S:23]([C:20]2[CH:21]=[N:22][C:17]([O:10][C:11]3[CH:16]=[CH:15][CH:14]=[CH:13][CH:12]=3)=[CH:18][CH:19]=2)(=[O:24])=[O:25])[CH:3]=[N:4][CH:5]=1, predict the reactants needed to synthesize it. The reactants are: [NH2:1][C:2]1[CH:3]=[N:4][CH:5]=[C:6]([Cl:9])[C:7]=1[OH:8].[O:10]([C:17]1[N:22]=[CH:21][C:20]([S:23](Cl)(=[O:25])=[O:24])=[CH:19][CH:18]=1)[C:11]1[CH:16]=[CH:15][CH:14]=[CH:13][CH:12]=1. (2) Given the product [F:11][C:12]1[CH:19]=[CH:18][CH:17]=[C:14]([CH2:15][S:10][C:7]2[CH:8]=[CH:9][C:4]([N+:1]([O-:3])=[O:2])=[CH:5][CH:6]=2)[CH:13]=1, predict the reactants needed to synthesize it. The reactants are: [N+:1]([C:4]1[CH:9]=[CH:8][C:7]([SH:10])=[CH:6][CH:5]=1)([O-:3])=[O:2].[F:11][C:12]1[CH:13]=[C:14]([CH:17]=[CH:18][CH:19]=1)[CH2:15]Br. (3) Given the product [OH:1][C:2]1[C:3]([CH:12]=[O:13])=[N:4][C:5]2[C:10]([CH:11]=1)=[CH:9][CH:8]=[CH:7][CH:6]=2, predict the reactants needed to synthesize it. The reactants are: [OH:1][C:2]1[C:3]([CH3:12])=[N:4][C:5]2[C:10]([CH:11]=1)=[CH:9][CH:8]=[CH:7][CH:6]=2.[OH2:13]. (4) Given the product [CH2:1]([O:3][C:4]([N:6]1[C:15]2[C:10](=[CH:11][C:12]([O:18][CH3:19])=[C:13]([O:16][CH3:17])[CH:14]=2)[CH:9]([CH:20]([C:22]2[CH:23]=[C:24]([C:32]([F:33])([F:35])[F:34])[CH:25]=[C:26]([C:28]([F:30])([F:31])[F:29])[CH:27]=2)[F:43])[CH2:8][CH:7]1[CH3:36])=[O:5])[CH3:2], predict the reactants needed to synthesize it. The reactants are: [CH2:1]([O:3][C:4]([N:6]1[C:15]2[C:10](=[CH:11][C:12]([O:18][CH3:19])=[C:13]([O:16][CH3:17])[CH:14]=2)[CH:9]([CH:20]([C:22]2[CH:27]=[C:26]([C:28]([F:31])([F:30])[F:29])[CH:25]=[C:24]([C:32]([F:35])([F:34])[F:33])[CH:23]=2)O)[CH2:8][CH:7]1[CH3:36])=[O:5])[CH3:2].C(N(S(F)(F)[F:43])CC)C. (5) The reactants are: [CH:1]1([C:6]2[CH:12]=[CH:11][C:9]([NH2:10])=[CH:8][CH:7]=2)[CH2:5][CH2:4][CH2:3][CH2:2]1.C1C(=O)N([Br:20])C(=O)C1.O. Given the product [Br:20][C:11]1[CH:12]=[C:6]([CH:1]2[CH2:2][CH2:3][CH2:4][CH2:5]2)[CH:7]=[CH:8][C:9]=1[NH2:10], predict the reactants needed to synthesize it. (6) Given the product [Br-:10].[CH2:11]([C:34]1[C:33]2[C:28](=[CH:29][CH:30]=[CH:31][CH:32]=2)[CH:27]=[C:26]([CH3:25])[C:35]=1[N+:3]1[C:2]([Cl:1])=[C:6]([Cl:7])[NH:5][CH:4]=1)[CH2:12][CH2:13][CH2:14][CH2:15][CH2:16][CH2:17][CH2:18][CH2:19][CH2:20][CH3:21], predict the reactants needed to synthesize it. The reactants are: [Cl:1][C:2]1[N:3]=[CH:4][NH:5][C:6]=1[Cl:7].[OH-].[K+].[Br:10][CH2:11][CH2:12][CH2:13][CH2:14][CH2:15][CH2:16][CH2:17][CH2:18][CH2:19][CH2:20][CH3:21].[K+].[Br-].Br[CH2:25][C:26]1[CH:35]=[CH:34][C:33]2[C:28](=[CH:29][CH:30]=[CH:31][CH:32]=2)[CH:27]=1. (7) The reactants are: [F:1][C:2]1[CH:3]=[C:4]([CH:9]=[C:10]([F:31])[C:11]=1[C@@H:12]1[C:17]2[NH:18][C:19]3[C:24]([C:16]=2[CH2:15][C@@H:14]([CH3:25])[N:13]1[CH2:26][C:27]([F:30])([CH3:29])[CH3:28])=[CH:23][CH:22]=[CH:21][CH:20]=3)[O:5][CH2:6][CH2:7]O.C1(P(C2C=CC=CC=2)C2C=CC=CC=2)C=CC=CC=1.C(Br)(Br)(Br)[Br:52]. Given the product [Br:52][CH2:7][CH2:6][O:5][C:4]1[CH:3]=[C:2]([F:1])[C:11]([C@@H:12]2[C:17]3[NH:18][C:19]4[C:24]([C:16]=3[CH2:15][C@@H:14]([CH3:25])[N:13]2[CH2:26][C:27]([F:30])([CH3:29])[CH3:28])=[CH:23][CH:22]=[CH:21][CH:20]=4)=[C:10]([F:31])[CH:9]=1, predict the reactants needed to synthesize it. (8) Given the product [C:31]([C:24]1[C:25]2[C:30](=[CH:29][CH:28]=[CH:27][CH:26]=2)[C:21]([N:17]2[CH:18]=[CH:19][N:20]=[C:16]2[S:15][CH2:9][C:10]([O:12][CH2:13][CH3:14])=[O:11])=[CH:22][CH:23]=1)#[N:32], predict the reactants needed to synthesize it. The reactants are: C(N(CC)CC)C.Br[CH2:9][C:10]([O:12][CH2:13][CH3:14])=[O:11].[SH:15][C:16]1[N:17]([C:21]2[C:30]3[C:25](=[CH:26][CH:27]=[CH:28][CH:29]=3)[C:24]([C:31]#[N:32])=[CH:23][CH:22]=2)[CH:18]=[CH:19][N:20]=1. (9) The reactants are: [CH:1]([NH:3][C:4]1[S:5][CH:6]=[C:7]([CH2:9][C:10]([O:12][CH2:13][CH3:14])=[O:11])[N:8]=1)=[O:2].C[Si]([N-][Si](C)(C)C)(C)C.[K+].C(C1C=C(C(C)C)C=C(C(C)C)C=1S([N:43]=[N+:44]=[N-:45])(=O)=O)(C)C.C(O)(=O)C. Given the product [N:43]([CH:9]([C:7]1[N:8]=[C:4]([NH:3][CH:1]=[O:2])[S:5][CH:6]=1)[C:10]([O:12][CH2:13][CH3:14])=[O:11])=[N+:44]=[N-:45], predict the reactants needed to synthesize it. (10) Given the product [N:18]1([C:14]([C:10]2[S:9][C:8]([Br:7])=[N:12][C:11]=2[CH3:13])=[O:16])[CH2:21][CH2:20][CH2:19]1, predict the reactants needed to synthesize it. The reactants are: C(Cl)(=O)C(Cl)=O.[Br:7][C:8]1[S:9][C:10]([C:14]([OH:16])=O)=[C:11]([CH3:13])[N:12]=1.Cl.[NH:18]1[CH2:21][CH2:20][CH2:19]1.C(N(CC)CC)C.